This data is from Catalyst prediction with 721,799 reactions and 888 catalyst types from USPTO. The task is: Predict which catalyst facilitates the given reaction. Reactant: [NH:1]1[CH2:8][CH2:7][CH2:6][CH2:5][NH:4][CH2:3][CH2:2]1.[Li]CCCC.Br[C:15]1[CH:20]=[CH:19][C:18]([O:21][CH3:22])=[CH:17][C:16]=1[O:23][CH3:24].Cl. Product: [CH3:22][O:21][C:18]1[CH:17]=[C:16]([O:23][CH3:24])[CH:15]=[CH:20][C:19]=1[N:1]1[CH2:8][CH2:7][CH2:6][CH2:5][NH:4][CH2:3][CH2:2]1. The catalyst class is: 1.